This data is from Full USPTO retrosynthesis dataset with 1.9M reactions from patents (1976-2016). The task is: Predict the reactants needed to synthesize the given product. (1) The reactants are: Cl[C:2]1[C:7]2[CH2:8][CH2:9][O:10][C:11]3[CH:16]=[CH:15][CH:14]=[CH:13][C:12]=3[C:6]=2[N:5]=[C:4]([NH2:17])[N:3]=1.C(N(CC)CC)C.[C:25]([O:29][C:30]([N:32]1[CH2:37][CH2:36][NH:35][CH2:34][CH2:33]1)=[O:31])([CH3:28])([CH3:27])[CH3:26]. Given the product [C:25]([O:29][C:30]([N:32]1[CH2:37][CH2:36][N:35]([C:2]2[C:7]3[CH2:8][CH2:9][O:10][C:11]4[CH:16]=[CH:15][CH:14]=[CH:13][C:12]=4[C:6]=3[N:5]=[C:4]([NH2:17])[N:3]=2)[CH2:34][CH2:33]1)=[O:31])([CH3:28])([CH3:26])[CH3:27], predict the reactants needed to synthesize it. (2) Given the product [CH2:1]([O:8][C:9]1[CH:10]=[CH:11][C:12]2[O:18][C:26]([C:27]([CH:29]3[CH2:34][CH2:33][CH2:32][CH2:31][CH2:30]3)=[O:28])=[C:15]([CH3:16])[C:13]=2[CH:14]=1)[C:2]1[CH:7]=[CH:6][CH:5]=[CH:4][CH:3]=1, predict the reactants needed to synthesize it. The reactants are: [CH2:1]([O:8][C:9]1[CH:10]=[CH:11][C:12]([OH:18])=[C:13]([C:15](=O)[CH3:16])[CH:14]=1)[C:2]1[CH:7]=[CH:6][CH:5]=[CH:4][CH:3]=1.C(=O)([O-])[O-].[K+].[K+].Br[CH2:26][C:27]([CH:29]1[CH2:34][CH2:33][CH2:32][CH2:31][CH2:30]1)=[O:28]. (3) Given the product [Br:1][C:2]1[CH:7]=[CH:6][C:5]([C@@H:8]([N:10]2[CH2:15][CH2:14][C@:13]([CH2:22][C:23]3([CH3:25])[CH2:24][O:33]3)([C:16]3[CH:17]=[CH:18][CH:19]=[CH:20][CH:21]=3)[O:12][C:11]2=[O:26])[CH3:9])=[C:4]([CH3:27])[CH:3]=1, predict the reactants needed to synthesize it. The reactants are: [Br:1][C:2]1[CH:7]=[CH:6][C:5]([C@@H:8]([N:10]2[CH2:15][CH2:14][C@:13]([CH2:22][C:23]([CH3:25])=[CH2:24])([C:16]3[CH:21]=[CH:20][CH:19]=[CH:18][CH:17]=3)[O:12][C:11]2=[O:26])[CH3:9])=[C:4]([CH3:27])[CH:3]=1.ClC1C=C(C=CC=1)C(OO)=[O:33]. (4) Given the product [CH:4](=[C:11]1[NH:15][C:14](=[O:16])[C:13]([N:17]=[O:18])=[C:12]1[O:19][CH3:3])[C:5]1[CH:6]=[CH:7][CH:8]=[CH:9][CH:10]=1, predict the reactants needed to synthesize it. The reactants are: [N+](=[CH2:3])=[N-].[CH:4](=[C:11]1[NH:15][C:14](=[O:16])[C:13]([N:17]=[O:18])=[C:12]1[OH:19])[C:5]1[CH:10]=[CH:9][CH:8]=[CH:7][CH:6]=1. (5) Given the product [F:30][CH:8]([F:7])[C:9]1[NH:20][C:12]2=[N:13][CH:14]=[C:15]([N+:17]([O-:19])=[O:18])[CH:16]=[C:11]2[CH:10]=1, predict the reactants needed to synthesize it. The reactants are: C(=O)([O-])[O-].[K+].[K+].[F:7][CH:8]([F:30])[C:9]1[N:20](S(C2C=CC=CC=2)(=O)=O)[C:12]2=[N:13][CH:14]=[C:15]([N+:17]([O-:19])=[O:18])[CH:16]=[C:11]2[CH:10]=1.C(OCC)(=O)C.